Dataset: Full USPTO retrosynthesis dataset with 1.9M reactions from patents (1976-2016). Task: Predict the reactants needed to synthesize the given product. (1) Given the product [C:1]([C:3]1[CH:4]=[CH:5][C:6]2[O:10][C:9]([C:11]([C:22]3[C:30]([O:31][CH3:32])=[CH:29][C:28]([CH3:33])=[C:27]4[C:23]=3[CH:24]=[CH:25][NH:26]4)([O:16][CH2:17][C:18]([OH:20])=[O:19])[C:12]([F:13])([F:14])[F:15])=[N:8][C:7]=2[CH:37]=1)#[N:2], predict the reactants needed to synthesize it. The reactants are: [C:1]([C:3]1[CH:4]=[CH:5][C:6]2[O:10][C:9]([C:11]([C:22]3[C:30]([O:31][CH3:32])=[CH:29][C:28]([CH3:33])=[C:27]4[C:23]=3[CH:24]=[CH:25][N:26]4C([O-])=O)([O:16][CH2:17][C:18]([O:20]C)=[O:19])[C:12]([F:15])([F:14])[F:13])=[N:8][C:7]=2[CH:37]=1)#[N:2].[OH-].[Na+].OS([O-])(=O)=O.[K+].CCOC(C)=O. (2) Given the product [Br:19][C:16]1[CH:17]=[CH:18][C:2]2[NH:1][CH:6]([C:8]3[CH:13]=[CH:12][CH:11]=[CH:10][C:9]=3[Cl:14])[CH2:5][O:4][C:3]=2[CH:15]=1, predict the reactants needed to synthesize it. The reactants are: [NH2:1][C:2]1[CH:18]=[CH:17][C:16]([Br:19])=[CH:15][C:3]=1[O:4][CH2:5][C:6]([C:8]1[CH:13]=[CH:12][CH:11]=[CH:10][C:9]=1[Cl:14])=O.C(O[BH-](OC(=O)C)OC(=O)C)(=O)C.[Na+].C(O)(C(F)(F)F)=O. (3) The reactants are: [CH3:1][C:2]1[CH:7]=[CH:6][CH:5]=[C:4]([N+:8]([O-])=O)[C:3]=1[C:11]1[CH2:16][C:15]([CH3:18])([CH3:17])[CH2:14][C:13]([CH3:20])([CH3:19])[CH:12]=1.[Cl-].[NH4+].C(O)C. Given the product [CH3:1][C:2]1[C:3]([C:11]2[CH2:16][C:15]([CH3:18])([CH3:17])[CH2:14][C:13]([CH3:20])([CH3:19])[CH:12]=2)=[C:4]([NH2:8])[CH:5]=[CH:6][CH:7]=1, predict the reactants needed to synthesize it. (4) Given the product [Br:4][C:5]1[CH:10]=[CH:9][C:8]([NH:2][NH2:3])=[CH:7][N:6]=1, predict the reactants needed to synthesize it. The reactants are: O.[NH2:2][NH2:3].[Br:4][C:5]1[CH:10]=[CH:9][C:8](F)=[CH:7][N:6]=1.